Dataset: Catalyst prediction with 721,799 reactions and 888 catalyst types from USPTO. Task: Predict which catalyst facilitates the given reaction. (1) Reactant: [NH2:1][C:2]1[CH:7]=[CH:6][CH:5]=[CH:4][CH:3]=1.C([O-])([O-])=O.[K+].[K+].I[CH2:15][CH2:16][C:17]1[O:18][CH:19]=[CH:20][CH:21]=1. Product: [O:18]1[CH:19]=[CH:20][CH:21]=[C:17]1[CH2:16][CH2:15][NH:1][C:2]1[CH:7]=[CH:6][CH:5]=[CH:4][CH:3]=1. The catalyst class is: 21. (2) Reactant: Cl[S:2]([C:5]1[C:13]2[C:12](=[O:14])[CH2:11][C:10]([CH3:16])([CH3:15])[CH2:9][C:8]=2[N:7]([CH2:17][C:18]([O:20]CC)=[O:19])[C:6]=1[CH3:23])(=[O:4])=[O:3].C(N(CC)CC)C.[CH3:31][NH:32][C:33]1[CH:38]=[CH:37][CH:36]=[CH:35][CH:34]=1. Product: [CH3:23][C:6]1[N:7]([CH2:17][C:18]([OH:20])=[O:19])[C:8]2[CH2:9][C:10]([CH3:16])([CH3:15])[CH2:11][C:12](=[O:14])[C:13]=2[C:5]=1[S:2](=[O:3])(=[O:4])[N:32]([CH3:31])[C:33]1[CH:38]=[CH:37][CH:36]=[CH:35][CH:34]=1. The catalyst class is: 68.